This data is from Catalyst prediction with 721,799 reactions and 888 catalyst types from USPTO. The task is: Predict which catalyst facilitates the given reaction. (1) Reactant: [CH2:1]1[C:10]2[C:5](=[CH:6][CH:7]=[CH:8][CH:9]=2)[CH2:4][CH2:3][N:2]1[CH2:11][CH:12]([OH:21])[CH2:13][N:14]1[CH2:19][CH2:18][NH:17][CH2:16][C:15]1=[O:20].Br[C:23]1[CH:24]=[CH:25][CH:26]=[C:27]2[C:32]=1[N:31]=[CH:30][CH:29]=[CH:28]2.C(O[Na])(C)(C)C. Product: [CH2:1]1[C:10]2[C:5](=[CH:6][CH:7]=[CH:8][CH:9]=2)[CH2:4][CH2:3][N:2]1[CH2:11][CH:12]([OH:21])[CH2:13][N:14]1[CH2:19][CH2:18][N:17]([C:23]2[CH:24]=[CH:25][CH:26]=[C:27]3[C:32]=2[N:31]=[CH:30][CH:29]=[CH:28]3)[CH2:16][C:15]1=[O:20]. The catalyst class is: 101. (2) Reactant: Br[C:2]1[CH:7]=[CH:6][C:5]([Br:8])=[CH:4][CH:3]=1.[Li]CCCC.[Cl:14][C:15]1[CH:22]=[CH:21][CH:20]=[CH:19][C:16]=1[CH:17]=[O:18]. Product: [Br:8][C:5]1[CH:6]=[CH:7][C:2]([CH:17]([C:16]2[CH:19]=[CH:20][CH:21]=[CH:22][C:15]=2[Cl:14])[OH:18])=[CH:3][CH:4]=1. The catalyst class is: 1. (3) Reactant: [F:1][C:2]([F:25])([F:24])[C:3]1[CH:19]=[C:18]([C:20]([F:23])([F:22])[F:21])[CH:17]=[CH:16][C:4]=1[CH2:5][N:6]1[CH2:11][CH2:10][CH:9]([C:12](O)=[O:13])[CH2:8][C:7]1=[O:15].C(N(CC)CC)C.ClC(OCC)=O.[BH4-].[Na+]. Product: [F:25][C:2]([F:1])([F:24])[C:3]1[CH:19]=[C:18]([C:20]([F:23])([F:22])[F:21])[CH:17]=[CH:16][C:4]=1[CH2:5][N:6]1[CH2:11][CH2:10][CH:9]([CH2:12][OH:13])[CH2:8][C:7]1=[O:15]. The catalyst class is: 30. (4) The catalyst class is: 2. Reactant: [NH:1]1[CH2:6][CH2:5][O:4][CH2:3][CH2:2]1.[CH:7]1([C:10]2[C:15]([C:16]([N:18]3[CH2:22][CH2:21][CH:20]([C:23]4[CH:24]=[N:25][CH:26]=[CH:27][CH:28]=4)[CH2:19]3)=[O:17])=[CH:14][N:13]=[C:12](S(C)(=O)=O)[N:11]=2)[CH2:9][CH2:8]1.C1C[O:36]CC1. Product: [CH:7]1([C:10]2[C:15]([C:16]([N:18]3[CH2:22][CH2:21][CH:20]([C:23]4[CH:24]=[N:25][CH:26]=[CH:27][CH:28]=4)[CH2:19]3)=[O:17])=[CH:14][N:13]=[C:12]([N:1]3[CH2:6][CH2:5][O:4][CH2:3][CH2:2]3)[N:11]=2)[CH2:8][CH2:9]1.[CH:7]1([C:10]2[C:15]([C:16]([N:18]3[CH2:22][CH2:21][CH:20]([C:23]4[CH:24]=[N+:25]([O-:36])[CH:26]=[CH:27][CH:28]=4)[CH2:19]3)=[O:17])=[CH:14][N:13]=[C:12]([N:1]3[CH2:6][CH2:5][O:4][CH2:3][CH2:2]3)[N:11]=2)[CH2:9][CH2:8]1. (5) Reactant: [F:1][C:2]1[CH:8]=[C:7]([F:9])[CH:6]=[CH:5][C:3]=1[NH2:4].N1C=CC=CC=1.Cl[C:17]([O:19][C:20]1[CH:25]=[CH:24][CH:23]=[CH:22][CH:21]=1)=[O:18].O. Product: [F:1][C:2]1[CH:8]=[C:7]([F:9])[CH:6]=[CH:5][C:3]=1[NH:4][C:17](=[O:18])[O:19][C:20]1[CH:25]=[CH:24][CH:23]=[CH:22][CH:21]=1. The catalyst class is: 54. (6) Reactant: Cl.[F:2][C:3]1[CH:11]=[C:10]2[C:6]([C:7]([C:21]3[CH:22]=[N:23][N:24]([CH:26]4[CH2:31][CH2:30][NH:29][CH2:28][CH2:27]4)[CH:25]=3)=[CH:8][N:9]2[S:12]([C:15]2[CH:20]=[CH:19][CH:18]=[CH:17][CH:16]=2)(=[O:14])=[O:13])=[CH:5][CH:4]=1.CCN(CC)CC.[CH3:39][CH:40]([S:42](Cl)(=[O:44])=[O:43])[CH3:41]. Product: [F:2][C:3]1[CH:11]=[C:10]2[C:6]([C:7]([C:21]3[CH:22]=[N:23][N:24]([CH:26]4[CH2:31][CH2:30][N:29]([S:42]([CH:40]([CH3:41])[CH3:39])(=[O:44])=[O:43])[CH2:28][CH2:27]4)[CH:25]=3)=[CH:8][N:9]2[S:12]([C:15]2[CH:16]=[CH:17][CH:18]=[CH:19][CH:20]=2)(=[O:13])=[O:14])=[CH:5][CH:4]=1. The catalyst class is: 2. (7) Product: [C:38]([OH:45])(=[O:44])/[CH:39]=[CH:40]\[C:41]([OH:43])=[O:42].[Cl:1][C:2]1[CH:3]=[C:4]([C@@H:8]([OH:24])[CH2:9][NH:10][C@@H:11]2[CH2:16][CH2:15][CH2:14][C@@H:13]([C:17]3[CH:18]=[C:19]([CH:20]=[CH:21][CH:22]=3)[O:23][CH2:32][C:33]([O:35][CH2:36][CH3:37])=[O:34])[CH2:12]2)[CH:5]=[CH:6][CH:7]=1. The catalyst class is: 311. Reactant: [Cl:1][C:2]1[CH:3]=[C:4]([C@@H:8]([OH:24])[CH2:9][NH:10][C@@H:11]2[CH2:16][CH2:15][CH2:14][C@@H:13]([C:17]3[CH:22]=[CH:21][CH:20]=[C:19]([OH:23])[CH:18]=3)[CH2:12]2)[CH:5]=[CH:6][CH:7]=1.C(=O)([O-])[O-].[K+].[K+].Br[CH2:32][C:33]([O:35][CH2:36][CH3:37])=[O:34].[C:38]([OH:45])(=[O:44])/[CH:39]=[CH:40]\[C:41]([OH:43])=[O:42]. (8) Reactant: [C:1]1([CH2:7][C:8]#[N:9])[CH:6]=[CH:5][CH:4]=[CH:3][CH:2]=1.[CH:10](OCC)=[O:11].[H-].[Na+].Cl. Product: [O:11]=[CH:10][CH:7]([C:1]1[CH:6]=[CH:5][CH:4]=[CH:3][CH:2]=1)[C:8]#[N:9]. The catalyst class is: 7.